Dataset: Reaction yield outcomes from USPTO patents with 853,638 reactions. Task: Predict the reaction yield, written as a fraction of the theoretical maximum amount of product (1.0 means a 100% yield; for example, 0.34 means a 34% yield). (1) The reactants are [C:1]1(P(C2C=CC=CC=2)C2C=CC=CC=2)C=CC=CC=1.CCOC(/N=[N:26]/[C:27](OCC)=O)=O.O[C:33]1[CH:34]=[C:35]([C:39]2[C:47]3[C:42](=[CH:43][CH:44]=[C:45]([C:48]#[N:49])[CH:46]=3)[N:41](C3CCCCO3)[N:40]=2)[CH:36]=[CH:37][CH:38]=1.Cl.[O:57]1CC[CH2:59][CH2:58]1. No catalyst specified. The product is [CH3:1][N:26]([CH3:27])[CH2:59][CH2:58][O:57][C:38]1[CH:33]=[CH:34][C:35]([C:39]2[C:47]3[C:42](=[CH:43][CH:44]=[C:45]([C:48]#[N:49])[CH:46]=3)[NH:41][N:40]=2)=[CH:36][CH:37]=1. The yield is 0.410. (2) The reactants are [CH2:1]([N:5]1[C:13]2[C:12](=[O:14])[N:11]([CH3:15])[C:10]([O:16][C:17]3[CH:22]=[CH:21][CH:20]=[CH:19][C:18]=3[C:23](=[O:25])[NH2:24])=[N:9][C:8]=2[N:7]=[C:6]1[N:26]1[CH2:31][CH2:30][N:29](C(OC(C)(C)C)=O)[CH2:28][CH2:27]1)[C:2]#[C:3][CH3:4].[ClH:39].C(OCC)(=O)C. The catalyst is CO. The product is [ClH:39].[CH2:1]([N:5]1[C:13]2[C:12](=[O:14])[N:11]([CH3:15])[C:10]([O:16][C:17]3[CH:22]=[CH:21][CH:20]=[CH:19][C:18]=3[C:23]([NH2:24])=[O:25])=[N:9][C:8]=2[N:7]=[C:6]1[N:26]1[CH2:31][CH2:30][NH:29][CH2:28][CH2:27]1)[C:2]#[C:3][CH3:4]. The yield is 0.960. (3) The reactants are [I:1][C:2]1[CH:3]=[CH:4][CH:5]=[C:6]2[C:11]=1[NH:10][CH:9]=[C:8](C(O)=O)[C:7]2=[O:15]. The catalyst is C1(OC2C=CC=CC=2)C=CC=CC=1. The product is [I:1][C:2]1[CH:3]=[CH:4][CH:5]=[C:6]2[C:11]=1[NH:10][CH:9]=[CH:8][C:7]2=[O:15]. The yield is 0.230. (4) The reactants are [O:1]1[CH2:6][CH2:5][CH2:4][CH2:3][CH:2]1[CH2:7][OH:8].[K+].[Br-].[O-]Cl.[Na+].O.C([O-])(O)=[O:16].[Na+].[OH-].[Na+]. The catalyst is C(Cl)Cl.CCCCCCCC[N+](CCCCCCCC)(CCCCCCCC)C.[Cl-].CC1(C)N([O])C(C)(C)CCC1. The product is [O:1]1[CH2:6][CH2:5][CH2:4][CH2:3][CH:2]1[C:7]([OH:16])=[O:8]. The yield is 0.350. (5) The reactants are C([N:11]1[CH2:16][CH2:15][CH:14]([NH:17][C:18]([O:20][C:21]([CH3:24])([CH3:23])[CH3:22])=[O:19])[CH2:13][CH2:12]1)(OCC1C=CC=CC=1)=O. The catalyst is C(O)C.[Pd]. The product is [C:18]([NH:17][CH:14]1[CH2:15][CH2:16][NH:11][CH2:12][CH2:13]1)([O:20][C:21]([CH3:24])([CH3:23])[CH3:22])=[O:19]. The yield is 1.00. (6) The reactants are [NH2:1][C:2]1[CH:3]=[CH:4][C:5]2[O:10][C@@:9]([CH:12]([O:15][CH3:16])[O:13][CH3:14])([CH3:11])[C@H:8]([OH:17])[C@@H:7]([N:18]3[C:22]4[CH:23]=[CH:24][CH:25]=[CH:26][C:21]=4[NH:20][C:19]3=[N:27][C:28]#[N:29])[C:6]=2[CH:30]=1.[C:31](Cl)(=[O:38])[C:32]1[CH:37]=[CH:36][CH:35]=[CH:34][CH:33]=1.C(N(CC)CC)C.C([O-])(O)=O.[Na+]. The catalyst is C1COCC1. The product is [C:31]([NH:1][C:2]1[CH:3]=[CH:4][C:5]2[O:10][C@@:9]([CH:12]([O:15][CH3:16])[O:13][CH3:14])([CH3:11])[C@H:8]([OH:17])[C@@H:7]([N:18]3[C:22]4[CH:23]=[CH:24][CH:25]=[CH:26][C:21]=4[NH:20][C:19]3=[N:27][C:28]#[N:29])[C:6]=2[CH:30]=1)(=[O:38])[C:32]1[CH:37]=[CH:36][CH:35]=[CH:34][CH:33]=1. The yield is 0.540.